This data is from Forward reaction prediction with 1.9M reactions from USPTO patents (1976-2016). The task is: Predict the product of the given reaction. (1) Given the reactants [Cl:1][C:2]1[CH:7]=[CH:6][C:5]([C@H:8]([NH:10][C:11]2[C:12]3[CH2:20][NH:19][CH2:18][CH2:17][C:13]=3[N:14]=[CH:15][N:16]=2)[CH3:9])=[CH:4][CH:3]=1.Br[C:22]1[CH:27]=[CH:26][C:25]([Cl:28])=[CH:24][N:23]=1.CC1(C)C2C(=C(P(C3C=CC=CC=3)C3C=CC=CC=3)C=CC=2)OC2C(P(C3C=CC=CC=3)C3C=CC=CC=3)=CC=CC1=2.CC(C)([O-])C.[Na+], predict the reaction product. The product is: [Cl:1][C:2]1[CH:7]=[CH:6][C:5]([C@H:8]([NH:10][C:11]2[C:12]3[CH2:20][N:19]([C:22]4[CH:27]=[CH:26][C:25]([Cl:28])=[CH:24][N:23]=4)[CH2:18][CH2:17][C:13]=3[N:14]=[CH:15][N:16]=2)[CH3:9])=[CH:4][CH:3]=1. (2) Given the reactants [Cl:1][C:2]1[CH:7]=[CH:6][C:5]([S:8]([N:11]([CH2:21][C:22]2[CH:32]=[CH:31][C:25]([C:26](OCC)=[O:27])=[CH:24][N:23]=2)[C@H:12]([C:15]2[CH:20]=[CH:19][CH:18]=[CH:17][CH:16]=2)[CH2:13][CH3:14])(=[O:10])=[O:9])=[CH:4][CH:3]=1.[BH4-].[Na+].CO, predict the reaction product. The product is: [Cl:1][C:2]1[CH:7]=[CH:6][C:5]([S:8]([N:11]([CH2:21][C:22]2[CH:32]=[CH:31][C:25]([CH2:26][OH:27])=[CH:24][N:23]=2)[C@H:12]([C:15]2[CH:20]=[CH:19][CH:18]=[CH:17][CH:16]=2)[CH2:13][CH3:14])(=[O:10])=[O:9])=[CH:4][CH:3]=1. (3) Given the reactants [H-].[Al+3].[Li+].[H-].[H-].[H-].CON(C)[C:10]([C:12]1[CH:13]=[C:14]2[CH2:19][CH2:18][CH2:17][N:15]2[N:16]=1)=[O:11].S([O-])([O-])(=O)=O.[Na+].[Na+].S([O-])([O-])(=O)=O.[Mg+2], predict the reaction product. The product is: [N:16]1[N:15]2[CH2:17][CH2:18][CH2:19][C:14]2=[CH:13][C:12]=1[CH:10]=[O:11]. (4) Given the reactants [Cl:1][C:2]1[CH:7]=[CH:6][N:5]=[C:4]2[C:8]([C:11]([NH:13][C@H:14]3[CH2:19][CH2:18][CH2:17][CH2:16][C@@H:15]3[OH:20])=[O:12])=[CH:9][NH:10][C:3]=12.C(=O)([O-])[O-].[Cs+].[Cs+].[CH3:27][N:28]([CH:30]=O)C, predict the reaction product. The product is: [Cl:1][C:2]1[CH:7]=[CH:6][N:5]=[C:4]2[C:8]([C:11]([NH:13][C@H:14]3[CH2:19][CH2:18][CH2:17][CH2:16][C@@H:15]3[OH:20])=[O:12])=[CH:9][N:10]([CH2:11][C:8]3[CH:9]=[CH:30][N:28]=[CH:27][CH:4]=3)[C:3]=12. (5) Given the reactants [OH:1][C:2]1[CH:9]=[CH:8][C:5]([CH:6]=[O:7])=[CH:4][C:3]=1[N+:10]([O-:12])=[O:11].C(=O)([O-])[O-].[K+].[K+].Br[CH2:20][C:21]([O:23][CH2:24][CH3:25])=[O:22].O, predict the reaction product. The product is: [CH2:24]([O:23][C:21](=[O:22])[CH2:20][O:1][C:2]1[CH:9]=[CH:8][C:5]([CH:6]=[O:7])=[CH:4][C:3]=1[N+:10]([O-:12])=[O:11])[CH3:25]. (6) Given the reactants Br[C:2]1[CH:7]=[CH:6][CH:5]=[C:4]([CH:8]([F:10])[F:9])[CH:3]=1.C([Li])CCC.CN(C)[CH:18]=[O:19].C([O-])(O)=O.[Na+], predict the reaction product. The product is: [F:9][CH:8]([F:10])[C:4]1[CH:3]=[C:2]([CH:7]=[CH:6][CH:5]=1)[CH:18]=[O:19]. (7) Given the reactants [N:1]1([C:6]2[CH:11]=[C:10]([Cl:12])[C:9]([S:13]([NH2:16])(=[O:15])=[O:14])=[C:8](Cl)[C:7]=2[N+:18]([O-:20])=[O:19])[CH2:5][CH2:4][CH2:3][CH2:2]1.[H-].[Na+].[OH2:23], predict the reaction product. The product is: [N:1]1([C:6]2[CH:11]=[C:10]([Cl:12])[C:9]([S:13]([NH2:16])(=[O:15])=[O:14])=[C:8]([OH:23])[C:7]=2[N+:18]([O-:20])=[O:19])[CH2:5][CH2:4][CH2:3][CH2:2]1.